This data is from Forward reaction prediction with 1.9M reactions from USPTO patents (1976-2016). The task is: Predict the product of the given reaction. (1) Given the reactants C[O:2][C:3](=[O:21])[CH2:4][CH2:5][CH2:6][O:7][C:8]1[CH:13]=[C:12]([N+:14]([O-:16])=[O:15])[C:11]([CH2:17][OH:18])=[CH:10][C:9]=1[O:19][CH3:20].[OH-].[Na+].O.Cl, predict the reaction product. The product is: [OH:18][CH2:17][C:11]1[C:12]([N+:14]([O-:16])=[O:15])=[CH:13][C:8]([O:7][CH2:6][CH2:5][CH2:4][C:3]([OH:21])=[O:2])=[C:9]([O:19][CH3:20])[CH:10]=1. (2) Given the reactants [C:1]([C:4]1[C:12]2[C:7](=[CH:8][C:9]([C:13]([O:15]C)=[O:14])=[CH:10][CH:11]=2)[N:6]([CH2:17][CH2:18][CH2:19][CH3:20])[CH:5]=1)(=[O:3])[CH3:2].[OH-].[Na+], predict the reaction product. The product is: [C:1]([C:4]1[C:12]2[C:7](=[CH:8][C:9]([C:13]([OH:15])=[O:14])=[CH:10][CH:11]=2)[N:6]([CH2:17][CH2:18][CH2:19][CH3:20])[CH:5]=1)(=[O:3])[CH3:2].